This data is from Catalyst prediction with 721,799 reactions and 888 catalyst types from USPTO. The task is: Predict which catalyst facilitates the given reaction. Reactant: [C:1]([C:5]1[CH:38]=[CH:37][C:8]([CH2:9][N:10]2[C:18]3[C:13](=[CH:14][C:15]([C:19]4[CH:24]=[CH:23][C:22]([O:25][C:26]([F:29])([F:28])[F:27])=[CH:21][CH:20]=4)=[CH:16][CH:17]=3)[C:12]([C:30](=[O:36])[C:31]([O:33]CC)=[O:32])=[CH:11]2)=[CH:7][CH:6]=1)([CH3:4])([CH3:3])[CH3:2].[OH-].[K+].CCCCCC. Product: [C:1]([C:5]1[CH:6]=[CH:7][C:8]([CH2:9][N:10]2[C:18]3[C:13](=[CH:14][C:15]([C:19]4[CH:24]=[CH:23][C:22]([O:25][C:26]([F:27])([F:28])[F:29])=[CH:21][CH:20]=4)=[CH:16][CH:17]=3)[C:12]([C:30](=[O:36])[C:31]([OH:33])=[O:32])=[CH:11]2)=[CH:37][CH:38]=1)([CH3:4])([CH3:2])[CH3:3]. The catalyst class is: 20.